From a dataset of Catalyst prediction with 721,799 reactions and 888 catalyst types from USPTO. Predict which catalyst facilitates the given reaction. Reactant: [CH3:1][O:2][C:3]1[CH:12]=[CH:11][C:10]2[C:5](=[C:6](OS(C(F)(F)F)(=O)=O)[CH:7]=[CH:8][CH:9]=2)[N:4]=1.[CH2:21]([Sn](CCCC)(CCCC)CCCC)[CH:22]=[CH2:23].[Li+].[Cl-]. Product: [CH2:23]([C:6]1[CH:7]=[CH:8][CH:9]=[C:10]2[C:5]=1[N:4]=[C:3]([O:2][CH3:1])[CH:12]=[CH:11]2)[CH:22]=[CH2:21]. The catalyst class is: 128.